This data is from Reaction yield outcomes from USPTO patents with 853,638 reactions. The task is: Predict the reaction yield, written as a fraction of the theoretical maximum amount of product (1.0 means a 100% yield; for example, 0.34 means a 34% yield). (1) The product is [CH2:80]([NH:31][CH2:32][CH2:33][NH:34][C:35]([C:37]1[NH:38][C:39]2[C:44]([CH:45]=1)=[CH:43][C:42]([NH:46][C:47]([C:49]1[NH:50][C:51]3[C:56]([CH:57]=1)=[CH:55][C:54]([C:58]([NH:25][C:21]1[CH:22]=[C:23]4[C:18](=[CH:19][CH:20]=1)[NH:17][C:16]([C:14](=[O:15])[NH:13][CH2:12][CH2:11][NH:7][CH2:8][CH2:9][CH3:10])=[CH:24]4)=[O:59])=[CH:53][CH:52]=3)=[O:48])=[CH:41][CH:40]=2)=[O:36])[CH2:79][CH3:84]. No catalyst specified. The yield is 0.630. The reactants are CC(OC(=O)[N:7]([CH2:11][CH2:12][NH:13][C:14]([C:16]1[NH:17][C:18]2[C:23]([CH:24]=1)=[CH:22][C:21]([N+:25]([O-])=O)=[CH:20][CH:19]=2)=[O:15])[CH2:8][CH2:9][CH3:10])(C)C.C([NH:31][CH2:32][CH2:33][NH:34][C:35]([C:37]1[NH:38][C:39]2[C:44]([CH:45]=1)=[CH:43][C:42]([NH:46][C:47]([C:49]1[NH:50][C:51]3[C:56]([CH:57]=1)=[CH:55][C:54]([C:58](NC1C=C4C(=CC=1)NC(C(=O)NCCNCC)=C4)=[O:59])=[CH:53][CH:52]=3)=[O:48])=[CH:41][CH:40]=2)=[O:36])C.F[C:79]1[C:84](NC(C2NC3C(C=2)=CC(C(NC2C(F)=C(F)C(F)=C(F)C=2F)=O)=CC=3)=O)=C(F)C(F)=C(F)[C:80]=1F. (2) The reactants are [CH3:1][O:2][C:3](=[O:28])[C@@H:4]([NH:8][C:9]([C:22]1[CH:27]=[CH:26][CH:25]=[CH:24][CH:23]=1)([C:16]1[CH:21]=[CH:20][CH:19]=[CH:18][CH:17]=1)[C:10]1[CH:15]=[CH:14][CH:13]=[CH:12][CH:11]=1)[C@H:5]([NH2:7])[CH3:6].[C:29](ON1C(=O)CCC1=O)([O:31][CH2:32][CH:33]1[C:45]2[C:40](=[CH:41][CH:42]=[CH:43][CH:44]=2)[C:39]2[C:34]1=[CH:35][CH:36]=[CH:37][CH:38]=2)=[O:30]. The catalyst is C1COCC1. The product is [CH3:1][O:2][C:3](=[O:28])[C@@H:4]([NH:8][C:9]([C:22]1[CH:27]=[CH:26][CH:25]=[CH:24][CH:23]=1)([C:10]1[CH:15]=[CH:14][CH:13]=[CH:12][CH:11]=1)[C:16]1[CH:17]=[CH:18][CH:19]=[CH:20][CH:21]=1)[C@H:5]([NH:7][C:29]([O:31][CH2:32][CH:33]1[C:34]2[C:39](=[CH:38][CH:37]=[CH:36][CH:35]=2)[C:40]2[C:45]1=[CH:44][CH:43]=[CH:42][CH:41]=2)=[O:30])[CH3:6]. The yield is 0.810. (3) The catalyst is C(O)(C)(C)C. The reactants are [CH2:1]([C:5]1[CH:10]=[C:9]([C:11]#[N:12])[CH:8]=[CH:7][N:6]=1)[CH:2]([CH3:4])[CH3:3].[OH-:13].[K+]. The yield is 0.813. The product is [CH2:1]([C:5]1[CH:10]=[C:9]([C:11]([NH2:12])=[O:13])[CH:8]=[CH:7][N:6]=1)[CH:2]([CH3:4])[CH3:3]. (4) The reactants are [H-].[Na+].[C:3]([O:9][CH2:10][CH3:11])(=[O:8])[CH2:4][C:5]([CH3:7])=[O:6].C1OC1[C:14]1[CH:19]=[CH:18][CH:17]=[CH:16][CH:15]=1.[Cl-].[NH4+]. The catalyst is O1CCOCC1. The product is [C:5]([CH:4]1[CH2:11][CH:10]([C:14]2[CH:19]=[CH:18][CH:17]=[CH:16][CH:15]=2)[O:9][C:3]1=[O:8])(=[O:6])[CH3:7]. The yield is 0.230.